From a dataset of Full USPTO retrosynthesis dataset with 1.9M reactions from patents (1976-2016). Predict the reactants needed to synthesize the given product. (1) Given the product [CH3:1][N:2]1[C:10]2[C:5](=[CH:6][C:7]([C:11]3[CH:20]=[CH:19][C:14]([O:15][CH2:16][C:17]4[NH:34][N:33]=[N:32][N:18]=4)=[CH:13][CH:12]=3)=[CH:8][CH:9]=2)[C:4]([CH2:21][CH2:22][CH2:23][CH2:24][CH3:25])=[C:3]1[C:26]1[CH:27]=[CH:28][CH:29]=[CH:30][CH:31]=1, predict the reactants needed to synthesize it. The reactants are: [CH3:1][N:2]1[C:10]2[C:5](=[CH:6][C:7]([C:11]3[CH:20]=[CH:19][C:14]([O:15][CH2:16][C:17]#[N:18])=[CH:13][CH:12]=3)=[CH:8][CH:9]=2)[C:4]([CH2:21][CH2:22][CH2:23][CH2:24][CH3:25])=[C:3]1[C:26]1[CH:31]=[CH:30][CH:29]=[CH:28][CH:27]=1.[N-:32]=[N+:33]=[N-:34].[Na+].[NH4+].[Cl-]. (2) Given the product [NH2:1][C:2]1[CH:7]=[C:6]([CH3:8])[C:5]([NH2:9])=[CH:4][N:3]=1, predict the reactants needed to synthesize it. The reactants are: [NH2:1][C:2]1[CH:7]=[C:6]([CH3:8])[C:5]([N+:9]([O-])=O)=[CH:4][N:3]=1.[H][H]. (3) Given the product [Cl:17][C:16]1[C:9]([Cl:18])=[N:10][CH:11]=[C:12]([CH:15]=1)[C:13]#[N:14], predict the reactants needed to synthesize it. The reactants are: N(OC(C)(C)C)=O.N[C:9]1[C:16]([Cl:17])=[CH:15][C:12]([C:13]#[N:14])=[CH:11][N:10]=1.[ClH:18]. (4) Given the product [Br:15][C:12]1[CH:13]=[CH:14][C:4]2[C:1]([CH3:2])=[CH:7][O:6][C:5]=2[CH:11]=1, predict the reactants needed to synthesize it. The reactants are: [C:1]([C:4]1[CH:14]=[CH:13][C:12]([Br:15])=[CH:11][C:5]=1[O:6][CH2:7]C(O)=O)(=O)[CH3:2].C([O-])(=O)C.[Na+].